Task: Predict the reaction yield, written as a fraction of the theoretical maximum amount of product (1.0 means a 100% yield; for example, 0.34 means a 34% yield).. Dataset: Reaction yield outcomes from USPTO patents with 853,638 reactions (1) The reactants are [F:1][CH:2]([F:42])[C:3]1[N:7]([C:8]2[N:16]=[C:15]3[C:11]([N:12]=[CH:13][N:14]3[CH:17]3[CH2:22][CH2:21][N:20](C(OC(C)(C)C)=O)[CH2:19][CH2:18]3)=[C:10]([N:30]3[CH2:35][CH2:34][O:33][CH2:32][CH2:31]3)[N:9]=2)[C:6]2[CH:36]=[CH:37][CH:38]=[C:39]([O:40][CH3:41])[C:5]=2[N:4]=1.C(O)(C(F)(F)F)=O.N. The catalyst is C(Cl)Cl. The product is [F:42][CH:2]([F:1])[C:3]1[N:7]([C:8]2[N:16]=[C:15]3[C:11]([N:12]=[CH:13][N:14]3[CH:17]3[CH2:22][CH2:21][NH:20][CH2:19][CH2:18]3)=[C:10]([N:30]3[CH2:31][CH2:32][O:33][CH2:34][CH2:35]3)[N:9]=2)[C:6]2[CH:36]=[CH:37][CH:38]=[C:39]([O:40][CH3:41])[C:5]=2[N:4]=1. The yield is 0.880. (2) The reactants are Br[C:2]1[N:7]=[C:6]2[N:8]([CH2:11][C:12]3[CH:13]=[C:14]4[C:19](=[CH:20][CH:21]=3)[N:18]=[CH:17][CH:16]=[CH:15]4)[N:9]=[N:10][C:5]2=[N:4][CH:3]=1.C([SnH2][C:27]([O:29][CH2:30][CH3:31])=[CH2:28])CCC. The catalyst is C(#N)C.Cl[Pd](Cl)([P](C1C=CC=CC=1)(C1C=CC=CC=1)C1C=CC=CC=1)[P](C1C=CC=CC=1)(C1C=CC=CC=1)C1C=CC=CC=1.[Cu]I. The product is [CH2:30]([O:29][C:27]([C:2]1[N:7]=[C:6]2[N:8]([CH2:11][C:12]3[CH:13]=[C:14]4[C:19](=[CH:20][CH:21]=3)[N:18]=[CH:17][CH:16]=[CH:15]4)[N:9]=[N:10][C:5]2=[N:4][CH:3]=1)=[CH2:28])[CH3:31]. The yield is 0.550.